From a dataset of Forward reaction prediction with 1.9M reactions from USPTO patents (1976-2016). Predict the product of the given reaction. Given the reactants [C:1]([C:3]1[CH:4]=[C:5]([C:19]2[CH:28]=[CH:27][CH:26]=[C:25]3[C:20]=2[CH:21]=[CH:22][C:23]([S:29]([NH:32][C:33]2[CH:38]=[CH:37][N:36]=[CH:35][N:34]=2)(=[O:31])=[O:30])=[CH:24]3)[C:6]([O:17]C)=[N:7][C:8]=1[C:9]1[CH:14]=[C:13]([F:15])[CH:12]=[C:11]([F:16])[CH:10]=1)#[N:2].B(Br)(Br)Br, predict the reaction product. The product is: [C:1]([C:3]1[CH:4]=[C:5]([C:19]2[CH:28]=[CH:27][CH:26]=[C:25]3[C:20]=2[CH:21]=[CH:22][C:23]([S:29]([NH:32][C:33]2[CH:38]=[CH:37][N:36]=[CH:35][N:34]=2)(=[O:31])=[O:30])=[CH:24]3)[C:6](=[O:17])[NH:7][C:8]=1[C:9]1[CH:10]=[C:11]([F:16])[CH:12]=[C:13]([F:15])[CH:14]=1)#[N:2].